From a dataset of Forward reaction prediction with 1.9M reactions from USPTO patents (1976-2016). Predict the product of the given reaction. (1) Given the reactants [CH3:1][C:2]1[C:6]([C:7]2[C:12]([CH3:13])=[C:11]([N:14]3[CH2:22][C:21]4[CH:20]=[N:19][CH:18]=[N:17][C:16]=4[CH2:15]3)[N:10]=[C:9]([C:23]3[CH:28]=[C:27]([O:29][CH2:30][C@H:31]4[CH2:33][O:32]4)[CH:26]=[CH:25][C:24]=3[C:34]([F:37])([F:36])[F:35])[N:8]=2)=[C:5]([CH3:38])[O:4][N:3]=1.[CH3:39][NH2:40], predict the reaction product. The product is: [CH3:1][C:2]1[C:6]([C:7]2[C:12]([CH3:13])=[C:11]([N:14]3[CH2:22][C:21]4[CH:20]=[N:19][CH:18]=[N:17][C:16]=4[CH2:15]3)[N:10]=[C:9]([C:23]3[CH:28]=[C:27]([CH:26]=[CH:25][C:24]=3[C:34]([F:36])([F:37])[F:35])[O:29][CH2:30][C@H:31]([OH:32])[CH2:33][NH:40][CH3:39])[N:8]=2)=[C:5]([CH3:38])[O:4][N:3]=1. (2) The product is: [CH3:71][O:3][C:4]1[CH:9]=[CH:8][C:7]([C:20]2[CH:24]=[C:23]([C:25]3[CH:26]=[CH:27][CH:28]=[CH:29][CH:30]=3)[NH:22][C:21]=2[C:31]([NH:33][CH2:34][C:35]2[CH:43]=[CH:42][C:38]([C:39]([NH:66][C:65]3[CH:67]=[CH:68][CH:69]=[CH:70][C:64]=3[SH:63])=[O:40])=[CH:37][CH:36]=2)=[O:32])=[CH:6][CH:5]=1. Given the reactants P(Cl)(Cl)([O:3][C:4]1[CH:9]=[CH:8][CH:7]=[CH:6][CH:5]=1)=O.COC1C=CC([C:20]2[CH:24]=[C:23]([C:25]3[CH:30]=[CH:29][CH:28]=[CH:27][CH:26]=3)[NH:22][C:21]=2[C:31]([NH:33][CH2:34][C:35]2[CH:43]=[CH:42][C:38]([C:39](O)=[O:40])=[CH:37][CH:36]=2)=[O:32])=CC=1.C([S:63][C:64]1[CH:70]=[CH:69][CH:68]=[CH:67][C:65]=1[NH2:66])(C1C=CC=CC=1)(C1C=CC=CC=1)C1C=CC=CC=1.[CH2:71](N(CC)CC)C.FC(F)(F)C(O)=O.C([SiH](CC)CC)C.C([O-])(O)=O.[Na+], predict the reaction product. (3) Given the reactants [O:1]=[C:2]([C:9]1[CH:14]=[C:13]([F:15])[C:12]([F:16])=[C:11]([F:17])[C:10]=1[F:18])[CH2:3][C:4]([O:6][CH2:7][CH3:8])=[O:5].[C:19](OC(=O)C)(=O)C.C(OCC)(OCC)OCC.[NH2:36][C:37]1([CH2:42][OH:43])[CH2:41][CH2:40][CH2:39][CH2:38]1, predict the reaction product. The product is: [OH:43][CH2:42][C:37]1([NH:36][CH:19]=[C:3]([C:2](=[O:1])[C:9]2[CH:14]=[C:13]([F:15])[C:12]([F:16])=[C:11]([F:17])[C:10]=2[F:18])[C:4]([O:6][CH2:7][CH3:8])=[O:5])[CH2:41][CH2:40][CH2:39][CH2:38]1. (4) The product is: [ClH:23].[ClH:23].[F:45][C:37]1[CH:38]=[N:39][C:40]2[CH:41]=[CH:42][C:43](=[O:44])[N:34]3[CH2:33][C@@H:32]([CH2:31][N:28]4[CH2:27][CH2:26][CH:25]([NH:24][CH2:10][C:7]5[CH:8]=[C:9]6[N:1]=[N:2][S:3][C:4]6=[N:5][CH:6]=5)[CH2:30][CH2:29]4)[C:36]=1[C:35]=23. Given the reactants [N:1]1[C:9]2[C:4](=[N:5][CH:6]=[C:7]([CH2:10]O)[CH:8]=2)[S:3][N:2]=1.C(N(CC)CC)C.CS([Cl:23])(=O)=O.[NH2:24][CH:25]1[CH2:30][CH2:29][N:28]([CH2:31][C@H:32]2[C:36]3=[C:37]([F:45])[CH:38]=[N:39][C:40]4[CH:41]=[CH:42][C:43](=[O:44])[N:34]([C:35]=43)[CH2:33]2)[CH2:27][CH2:26]1.C(OC(=O)NC1CCNCC1O)(C)(C)C.C(=O)([O-])[O-].[K+].[K+], predict the reaction product. (5) The product is: [CH3:21][S:22]([O:5][CH:4]([C:6]1[N:10]([CH2:11][C:12]2[CH:13]=[CH:14][C:15]([F:18])=[CH:16][CH:17]=2)[N:9]=[CH:8][N:7]=1)[CH:3]([CH2:1][CH3:2])[CH2:19][CH3:20])(=[O:24])=[O:23]. Given the reactants [CH2:1]([CH:3]([CH2:19][CH3:20])[CH:4]([C:6]1[N:10]([CH2:11][C:12]2[CH:17]=[CH:16][C:15]([F:18])=[CH:14][CH:13]=2)[N:9]=[CH:8][N:7]=1)[OH:5])[CH3:2].[CH3:21][S:22](Cl)(=[O:24])=[O:23], predict the reaction product. (6) The product is: [F:1][C@H:2]1[C@H:7]([C:8]2[CH:13]=[CH:12][C:11]([OH:14])=[C:10]([F:16])[CH:9]=2)[CH2:6][CH2:5][N:4]([CH:17]2[CH2:21][CH2:20][N:19]([CH2:22][C:23]3[CH:28]=[CH:27][C:26]([CH3:29])=[C:25]([F:30])[CH:24]=3)[C:18]2=[O:31])[CH2:3]1. Given the reactants [F:1][C@H:2]1[C@H:7]([C:8]2[CH:13]=[CH:12][C:11]([O:14]C)=[C:10]([F:16])[CH:9]=2)[CH2:6][CH2:5][N:4]([CH:17]2[CH2:21][CH2:20][N:19]([CH2:22][C:23]3[CH:28]=[CH:27][C:26]([CH3:29])=[C:25]([F:30])[CH:24]=3)[C:18]2=[O:31])[CH2:3]1.B(Br)(Br)Br, predict the reaction product. (7) The product is: [CH3:9][O:8][C:5]1[N:4]=[CH:3][C:2](/[CH:12]=[CH:11]/[C:10]([O:14][CH3:15])=[O:13])=[CH:7][N:6]=1. Given the reactants Br[C:2]1[CH:3]=[N:4][C:5]([O:8][CH3:9])=[N:6][CH:7]=1.[C:10]([O:14][CH3:15])(=[O:13])[CH:11]=[CH2:12].C(N(CC)CC)C, predict the reaction product. (8) Given the reactants Br[C:2]1[CH:7]=[C:6]([CH2:8][O:9][Si:10]([C:23]([CH3:26])([CH3:25])[CH3:24])([C:17]2[CH:22]=[CH:21][CH:20]=[CH:19][CH:18]=2)[C:11]2[CH:16]=[CH:15][CH:14]=[CH:13][CH:12]=2)[CH:5]=[CH:4][N:3]=1.CCCCCC.C([Li])CCC.CN(C)[CH:40]=[O:41].O, predict the reaction product. The product is: [Si:10]([O:9][CH2:8][C:6]1[CH:5]=[CH:4][N:3]=[C:2]([CH:40]=[O:41])[CH:7]=1)([C:23]([CH3:26])([CH3:25])[CH3:24])([C:17]1[CH:22]=[CH:21][CH:20]=[CH:19][CH:18]=1)[C:11]1[CH:16]=[CH:15][CH:14]=[CH:13][CH:12]=1. (9) The product is: [C:57]([C:31]1[CH:32]=[C:33]([NH:36][C:37]2[N:42]=[C:41]([NH:43][C:44]3[CH:49]=[CH:48][C:47]([O:50][CH3:51])=[C:46]([C:52]([OH:54])=[O:53])[CH:45]=3)[C:40]([F:56])=[CH:39][N:38]=2)[CH:34]=[CH:35][C:30]=1[O:29][CH3:28])([OH:59])=[O:58]. Given the reactants C(C1C=C(NC2N=C(NC3C=CC=C(C(O)=O)C=3)C(F)=CN=2)C=CC=1)(O)=O.[CH3:28][O:29][C:30]1[CH:35]=[CH:34][C:33]([NH:36][C:37]2[N:42]=[C:41]([NH:43][C:44]3[CH:49]=[CH:48][C:47]([O:50][CH3:51])=[C:46]([C:52]([O:54]C)=[O:53])[CH:45]=3)[C:40]([F:56])=[CH:39][N:38]=2)=[CH:32][C:31]=1[C:57]([O:59]C)=[O:58].[OH-].[Na+], predict the reaction product. (10) Given the reactants [Br:1][C:2]1[CH:3]=[N:4][C:5]2[N:6]([N:8]=[C:9]([C:11]([OH:13])=O)[CH:10]=2)[CH:7]=1.[F:14][C:15]1[N:20]=[CH:19][C:18]([C:21]2[N:25]3[CH2:26][CH2:27][NH:28][CH:29]([CH3:30])[C:24]3=[N:23][N:22]=2)=[CH:17][CH:16]=1, predict the reaction product. The product is: [Br:1][C:2]1[CH:3]=[N:4][C:5]2[N:6]([N:8]=[C:9]([C:11]([N:28]3[CH2:27][CH2:26][N:25]4[C:21]([C:18]5[CH:19]=[N:20][C:15]([F:14])=[CH:16][CH:17]=5)=[N:22][N:23]=[C:24]4[CH:29]3[CH3:30])=[O:13])[CH:10]=2)[CH:7]=1.